This data is from Forward reaction prediction with 1.9M reactions from USPTO patents (1976-2016). The task is: Predict the product of the given reaction. (1) Given the reactants [OH:1][C:2]1[CH:7]=[C:6]([OH:8])[CH:5]=[CH:4][C:3]=1[CH:9]1[CH2:13][CH2:12][C:11](=O)[CH2:10]1.Cl.[NH2:16][OH:17].C(N(CC)CC)C, predict the reaction product. The product is: [OH:1][C:2]1[CH:7]=[C:6]([OH:8])[CH:5]=[CH:4][C:3]=1[CH:9]1[CH2:13][CH2:12][C:11](=[N:16][OH:17])[CH2:10]1. (2) Given the reactants O=[C:2]1[N:7]([CH2:8][C:9]2[CH:14]=[CH:13][CH:12]=[CH:11][CH:10]=2)[C@H:6]([C:15]([NH:17][CH2:18][C:19]2[CH:24]=[CH:23][CH:22]=[CH:21][CH:20]=2)=O)[CH2:5][O:4][CH2:3]1.[H-].[H-].[H-].[H-].[Li+].[Al+3], predict the reaction product. The product is: [C:19]1([CH2:18][NH:17][CH2:15][C@@H:6]2[CH2:5][O:4][CH2:3][CH2:2][N:7]2[CH2:8][C:9]2[CH:14]=[CH:13][CH:12]=[CH:11][CH:10]=2)[CH:20]=[CH:21][CH:22]=[CH:23][CH:24]=1.